This data is from Peptide-MHC class I binding affinity with 185,985 pairs from IEDB/IMGT. The task is: Regression. Given a peptide amino acid sequence and an MHC pseudo amino acid sequence, predict their binding affinity value. This is MHC class I binding data. (1) The peptide sequence is AIYKNTIAY. The MHC is HLA-C14:02 with pseudo-sequence HLA-C14:02. The binding affinity (normalized) is 0.559. (2) The peptide sequence is RVSENTGMGM. The MHC is HLA-A68:02 with pseudo-sequence HLA-A68:02. The binding affinity (normalized) is 0.613. (3) The peptide sequence is FRMLAWHVL. The MHC is HLA-C04:01 with pseudo-sequence HLA-C04:01. The binding affinity (normalized) is 0.213. (4) The peptide sequence is FQPQNGQFW. The MHC is H-2-Kb with pseudo-sequence H-2-Kb. The binding affinity (normalized) is 0. (5) The peptide sequence is IPYSRVNHA. The MHC is HLA-B51:01 with pseudo-sequence HLA-B51:01. The binding affinity (normalized) is 0.709. (6) The peptide sequence is ILNRKAIDF. The MHC is HLA-A80:01 with pseudo-sequence HLA-A80:01. The binding affinity (normalized) is 0.0847. (7) The peptide sequence is NIFRGSYL. The MHC is H-2-Kb with pseudo-sequence H-2-Kb. The binding affinity (normalized) is 0.278.